This data is from Catalyst prediction with 721,799 reactions and 888 catalyst types from USPTO. The task is: Predict which catalyst facilitates the given reaction. (1) Reactant: [CH3:1][C:2]1[CH:7]=[CH:6][C:5](B(O)O)=[CH:4][CH:3]=1.[C:11]([O:15][C:16](=[O:24])[C:17]1[CH:22]=[CH:21][CH:20]=[C:19](I)[CH:18]=1)([CH3:14])([CH3:13])[CH3:12].C([O-])([O-])=O.[K+].[K+]. Product: [CH3:1][C:2]1[CH:7]=[CH:6][C:5]([C:21]2[CH:20]=[CH:19][CH:18]=[C:17]([C:16]([O:15][C:11]([CH3:14])([CH3:13])[CH3:12])=[O:24])[CH:22]=2)=[CH:4][CH:3]=1. The catalyst class is: 104. (2) Reactant: [O:1]1[CH2:5][CH2:4][O:3][CH:2]1[CH2:6][NH:7][CH2:8][C:9]1[N:10]=[C:11]2[CH:16]=[C:15]([C:17]([F:20])([F:19])[F:18])[CH:14]=[CH:13][N:12]2[CH:21]=1.[F:22][C:23]1[CH:38]=[C:37]([F:39])[CH:36]=[C:35]([F:40])[C:24]=1[C:25]([C:27]1[CH:28]=[C:29]([C:32](O)=[O:33])[NH:30][CH:31]=1)=[O:26].C(Cl)CCl.C1C=CC2N(O)N=NC=2C=1.C(N(CC)CC)C. Product: [O:3]1[CH2:4][CH2:5][O:1][CH:2]1[CH2:6][N:7]([CH2:8][C:9]1[N:10]=[C:11]2[CH:16]=[C:15]([C:17]([F:18])([F:19])[F:20])[CH:14]=[CH:13][N:12]2[CH:21]=1)[C:32]([C:29]1[NH:30][CH:31]=[C:27]([C:25](=[O:26])[C:24]2[C:23]([F:22])=[CH:38][C:37]([F:39])=[CH:36][C:35]=2[F:40])[CH:28]=1)=[O:33]. The catalyst class is: 329. (3) Reactant: [CH:1]1([NH:7][C:8](=[O:17])[C@H:9]([OH:16])[C:10]2[CH:15]=[CH:14][CH:13]=[CH:12][CH:11]=2)[CH2:6][CH2:5][CH2:4][CH2:3][CH2:2]1.[CH3:18][S:19](Cl)(=[O:21])=[O:20]. Product: [CH:1]1([NH:7][C:8]([C@H:9]([O:16][S:19]([CH3:18])(=[O:21])=[O:20])[C:10]2[CH:15]=[CH:14][CH:13]=[CH:12][CH:11]=2)=[O:17])[CH2:2][CH2:3][CH2:4][CH2:5][CH2:6]1. The catalyst class is: 17. (4) Reactant: [CH:1]1([N:6]2[C:10]3[N:11]=[C:12]([S:15][CH3:16])[N:13]=[CH:14][C:9]=3[CH:8]=[C:7]2[CH2:17][OH:18])[CH2:5][CH2:4][CH2:3][CH2:2]1. Product: [CH:1]1([N:6]2[C:10]3[N:11]=[C:12]([S:15][CH3:16])[N:13]=[CH:14][C:9]=3[CH:8]=[C:7]2[CH:17]=[O:18])[CH2:2][CH2:3][CH2:4][CH2:5]1. The catalyst class is: 327. (5) Reactant: C([N:8]1[CH2:13][CH2:12][CH:11]([N:14]2[CH2:20][CH2:19][C:18]3[CH:21]=[CH:22][CH:23]=[CH:24][C:17]=3[NH:16][C:15]2=[O:25])[CH2:10][CH2:9]1)C1C=CC=CC=1. Product: [NH:8]1[CH2:9][CH2:10][CH:11]([N:14]2[CH2:20][CH2:19][C:18]3[CH:21]=[CH:22][CH:23]=[CH:24][C:17]=3[NH:16][C:15]2=[O:25])[CH2:12][CH2:13]1. The catalyst class is: 19. (6) Reactant: [NH:1]([C:12]([O:14][CH2:15][C:16]1[CH:21]=[CH:20][CH:19]=[CH:18][CH:17]=1)=[O:13])[C@H:2]([C:9]([OH:11])=O)[C:3]1[CH:8]=[CH:7][CH:6]=[CH:5][CH:4]=1.[CH3:22][O:23][CH2:24][CH2:25][O:26][CH2:27][CH2:28][O:29][CH2:30][CH2:31][O:32][CH2:33][CH2:34][O:35][CH2:36][CH2:37][O:38][C@H:39]1[CH2:43][CH2:42][NH:41][CH2:40]1.C(N(CC)C(C)C)(C)C.F[B-](F)(F)F.N1(OC(N(C)C)=[N+](C)C)C2C=CC=CC=2N=N1. Product: [O:11]=[C:9]([N:41]1[CH2:42][CH2:43][C@H:39]([O:38][CH2:37][CH2:36][O:35][CH2:34][CH2:33][O:32][CH2:31][CH2:30][O:29][CH2:28][CH2:27][O:26][CH2:25][CH2:24][O:23][CH3:22])[CH2:40]1)[C@@H:2]([NH:1][C:12](=[O:13])[O:14][CH2:15][C:16]1[CH:21]=[CH:20][CH:19]=[CH:18][CH:17]=1)[C:3]1[CH:4]=[CH:5][CH:6]=[CH:7][CH:8]=1. The catalyst class is: 245. (7) Reactant: [F:1][C:2]1[CH:22]=[CH:21][C:5]([CH2:6][CH2:7][C:8]2[CH:16]=[CH:15][C:11]([C:12](O)=[O:13])=[CH:10][C:9]=2[C:17]([O:19][CH3:20])=[O:18])=[CH:4][CH:3]=1.B.CCCC(C)C. The catalyst class is: 7. Product: [F:1][C:2]1[CH:22]=[CH:21][C:5]([CH2:6][CH2:7][C:8]2[CH:16]=[CH:15][C:11]([CH2:12][OH:13])=[CH:10][C:9]=2[C:17]([O:19][CH3:20])=[O:18])=[CH:4][CH:3]=1. (8) Reactant: C(O[C:6]([N:8]([C@H:10]1[CH2:15][CH2:14][C@H:13]([C:16]([NH:18][C:19]2[C:23]3[CH:24]=[C:25]([C:28]([O:30][CH3:31])=[O:29])[CH:26]=[CH:27][C:22]=3[O:21][C:20]=2[C:32]([NH:34][C:35]2[CH:40]=[CH:39][C:38]([Cl:41])=[CH:37][N:36]=2)=[O:33])=[O:17])[CH2:12][CH2:11]1)C)=O)(C)(C)C.Cl. Product: [ClH:41].[CH3:31][O:30][C:28]([C:25]1[CH:26]=[CH:27][C:22]2[O:21][C:20]([C:32]([NH:34][C:35]3[CH:40]=[CH:39][C:38]([Cl:41])=[CH:37][N:36]=3)=[O:33])=[C:19]([NH:18][C:16]([C@H:13]3[CH2:12][CH2:11][C@H:10]([NH:8][CH3:6])[CH2:15][CH2:14]3)=[O:17])[C:23]=2[CH:24]=1)=[O:29]. The catalyst class is: 472.